From a dataset of Forward reaction prediction with 1.9M reactions from USPTO patents (1976-2016). Predict the product of the given reaction. (1) Given the reactants [Br:1][C:2]1[CH:3]=[C:4]2[C:9](=[CH:10][CH:11]=1)[CH:8]=[C:7](O)[CH:6]=[CH:5]2.[OH-].[NH4+:14].S([O-])([O-])=O.[NH4+].[NH4+], predict the reaction product. The product is: [Br:1][C:2]1[CH:3]=[C:4]2[C:9](=[CH:10][CH:11]=1)[CH:8]=[C:7]([NH2:14])[CH:6]=[CH:5]2. (2) Given the reactants [F:1][C:2]1[CH:10]=[CH:9][CH:8]=[C:7]2[C:3]=1[CH:4]=[C:5]([C:11]1[N:16]=[C:15]([C:17]3[C:18]([N:37]([CH3:42])[S:38]([CH3:41])(=[O:40])=[O:39])=[CH:19][C:20]4[O:24][C:23]([C:25]5[CH:30]=[CH:29][C:28]([F:31])=[CH:27][CH:26]=5)=[C:22]([C:32]([NH:34][CH3:35])=[O:33])[C:21]=4[CH:36]=3)[CH:14]=[CH:13][C:12]=1[CH2:43][CH2:44][CH2:45]O)[NH:6]2.C1(P(C2C=CC=CC=2)C2C=CC=CC=2)C=CC=CC=1.N(C(OC(C)C)=O)=NC(OC(C)C)=O, predict the reaction product. The product is: [F:1][C:2]1[C:3]2[CH:4]=[C:5]3[C:11]4[N:16]=[C:15]([C:17]5[C:18]([N:37]([CH3:42])[S:38]([CH3:41])(=[O:39])=[O:40])=[CH:19][C:20]6[O:24][C:23]([C:25]7[CH:30]=[CH:29][C:28]([F:31])=[CH:27][CH:26]=7)=[C:22]([C:32]([NH:34][CH3:35])=[O:33])[C:21]=6[CH:36]=5)[CH:14]=[CH:13][C:12]=4[CH2:43][CH2:44][CH2:45][N:6]3[C:7]=2[CH:8]=[CH:9][CH:10]=1. (3) Given the reactants [N:1]([C:4]1[CH:11]=[CH:10][C:7]([C:8]#[N:9])=[C:6]([C:12]([F:15])([F:14])[F:13])[CH:5]=1)=[C:2]=[S:3].[F:16][C:17]1[CH:22]=[C:21]([OH:23])[CH:20]=[CH:19][C:18]=1[NH:24][C:25]1([C:29]#N)[CH2:28][CH2:27][CH2:26]1.C[OH:32].Cl, predict the reaction product. The product is: [F:16][C:17]1[CH:22]=[C:21]([OH:23])[CH:20]=[CH:19][C:18]=1[N:24]1[C:2](=[S:3])[N:1]([C:4]2[CH:11]=[CH:10][C:7]([C:8]#[N:9])=[C:6]([C:12]([F:13])([F:15])[F:14])[CH:5]=2)[C:29](=[O:32])[C:25]21[CH2:28][CH2:27][CH2:26]2. (4) Given the reactants [NH2:1][C:2]1[CH:10]=[CH:9][CH:8]=[C:7]2[C:3]=1[CH:4]=[N:5][N:6]2[C:11]([O:13][CH3:14])=[O:12].[O:15]=[C:16]1[CH2:20][CH2:19][C:18](=[O:21])[N:17]1[O:22][C:23](ON1C(=O)CCC1=O)=[O:24], predict the reaction product. The product is: [O:15]=[C:16]1[CH2:20][CH2:19][C:18](=[O:21])[N:17]1[O:22][C:23]([NH:1][C:2]1[CH:10]=[CH:9][CH:8]=[C:7]2[C:3]=1[CH:4]=[N:5][N:6]2[C:11]([O:13][CH3:14])=[O:12])=[O:24].